The task is: Predict the reactants needed to synthesize the given product.. This data is from Full USPTO retrosynthesis dataset with 1.9M reactions from patents (1976-2016). (1) Given the product [C:21]([O:25][C:26]([NH:28][C:29]([CH3:49])([CH3:48])[C:30]([NH:32][C@H:33]([CH2:37][C:38]1[CH:47]=[CH:46][C:45]2[C:40](=[CH:41][CH:42]=[CH:43][CH:44]=2)[CH:39]=1)[C:34]([NH:1][C:4]1[N:5]=[C:6]([CH:9]([C:15]2[CH:16]=[CH:17][CH:18]=[CH:19][CH:20]=2)[C:10]([OH:12])=[O:11])[NH:7][CH:8]=1)=[O:35])=[O:31])=[O:27])([CH3:24])([CH3:22])[CH3:23], predict the reactants needed to synthesize it. The reactants are: [N+:1]([C:4]1[N:5]=[C:6]([CH:9]([C:15]2[CH:20]=[CH:19][CH:18]=[CH:17][CH:16]=2)[C:10]([O:12]CC)=[O:11])[NH:7][CH:8]=1)([O-])=O.[C:21]([O:25][C:26]([NH:28][C:29]([CH3:49])([CH3:48])[C:30]([NH:32][C@H:33]([CH2:37][C:38]1[CH:47]=[CH:46][C:45]2[C:40](=[CH:41][CH:42]=[CH:43][CH:44]=2)[CH:39]=1)[C:34](O)=[O:35])=[O:31])=[O:27])([CH3:24])([CH3:23])[CH3:22]. (2) Given the product [CH2:25]([O:21][CH2:10][C:9]1[CH:16]=[C:15]([C:14]([O:18][CH2:19][CH3:20])=[O:17])[O:12][N:11]=1)[C:24]1[CH:30]=[CH:28][CH:29]=[CH:22][CH:23]=1, predict the reactants needed to synthesize it. The reactants are: C(O[CH:9]([N+:11]([O-])=[O:12])[CH3:10])C1C=CC=CC=1.[C:14]([O:18][CH2:19][CH3:20])(=[O:17])[C:15]#[CH:16].[O:21]1[CH2:25][CH2:24][CH2:23][CH2:22]1.C(=O)(OC(C)(C)C)O[C:28](C)([CH3:30])[CH3:29].